This data is from Full USPTO retrosynthesis dataset with 1.9M reactions from patents (1976-2016). The task is: Predict the reactants needed to synthesize the given product. (1) Given the product [F:1][C:2]1[CH:3]=[CH:4][C:5]([C:8]2[C:12]([CH2:13][O:14][C:15]3[CH:23]=[CH:22][C:18]([C:19]([NH:56][CH:57]4[CH2:62][CH2:61][O:60][CH2:59][CH2:58]4)=[O:21])=[CH:17][N:16]=3)=[C:11]([CH3:24])[O:10][N:9]=2)=[CH:6][CH:7]=1, predict the reactants needed to synthesize it. The reactants are: [F:1][C:2]1[CH:7]=[CH:6][C:5]([C:8]2[C:12]([CH2:13][O:14][C:15]3[CH:23]=[CH:22][C:18]([C:19]([OH:21])=O)=[CH:17][N:16]=3)=[C:11]([CH3:24])[O:10][N:9]=2)=[CH:4][CH:3]=1.F[B-](F)(F)F.N1(OC(N(C)C)=[N+](C)C)C2C=CC=CC=2N=N1.C(N(CC)C(C)C)(C)C.[NH2:56][CH:57]1[CH2:62][CH2:61][O:60][CH2:59][CH2:58]1. (2) Given the product [F:1][C:2]1[CH:3]=[CH:4][C:5]([C:6]([NH:7][CH2:8][C:9](=[O:11])[NH:28][CH:21]([C:20]2[S:16][N:17]=[CH:18][CH:19]=2)[C:22]2[CH:27]=[CH:26][CH:25]=[CH:24][CH:23]=2)=[O:12])=[CH:13][CH:14]=1, predict the reactants needed to synthesize it. The reactants are: [F:1][C:2]1[CH:14]=[CH:13][C:5]([C:6](=[O:12])[NH:7][CH2:8][C:9]([OH:11])=O)=[CH:4][CH:3]=1.Cl.[S:16]1[C:20]([CH:21]([NH2:28])[C:22]2[CH:27]=[CH:26][CH:25]=[CH:24][CH:23]=2)=[CH:19][CH:18]=[N:17]1. (3) Given the product [ClH:31].[CH2:1]([C:3]1[CH:8]=[CH:7][C:6]([F:9])=[CH:5][C:4]=1[C:10]([CH:12]1[CH2:13][CH2:14][NH:15][CH2:16][CH2:17]1)=[O:11])[CH3:2], predict the reactants needed to synthesize it. The reactants are: [CH2:1]([C:3]1[CH:8]=[CH:7][C:6]([F:9])=[CH:5][C:4]=1[C:10]([CH:12]1[CH2:17][CH2:16][N:15](C(OC(C)(C)C)=O)[CH2:14][CH2:13]1)=[O:11])[CH3:2].O1CCOCC1.[ClH:31]. (4) Given the product [Cl:13][C:14]1[CH:19]=[C:18]([Cl:20])[CH:17]=[C:16]([Cl:21])[C:15]=1[C@@H:22]1[CH2:24][C@H:23]1[CH:25]([N:27]([O:28][CH3:29])[C:8]([C:7]1[C:3]([CH:2]([F:12])[F:1])=[N:4][N:5]([CH3:11])[CH:6]=1)=[O:9])[CH3:26], predict the reactants needed to synthesize it. The reactants are: [F:1][CH:2]([F:12])[C:3]1[C:7]([C:8](Cl)=[O:9])=[CH:6][N:5]([CH3:11])[N:4]=1.[Cl:13][C:14]1[CH:19]=[C:18]([Cl:20])[CH:17]=[C:16]([Cl:21])[C:15]=1[CH:22]1[CH2:24][CH:23]1[CH:25]([NH:27][O:28][CH3:29])[CH3:26].C1N2CCN(CC2)C1. (5) Given the product [F:32][C:33]1[CH:40]=[CH:39][C:36]([CH:37]=[CH:7][C:6]2[CH:27]=[C:28]([O:30][CH3:31])[CH:29]=[C:4]([O:3][CH3:2])[CH:5]=2)=[CH:35][CH:34]=1, predict the reactants needed to synthesize it. The reactants are: [Br-].[CH3:2][O:3][C:4]1[CH:5]=[C:6]([CH:27]=[C:28]([O:30][CH3:31])[CH:29]=1)[CH2:7][P+](C1C=CC=CC=1)(C1C=CC=CC=1)C1C=CC=CC=1.[F:32][C:33]1[CH:40]=[CH:39][C:36]([CH:37]=O)=[CH:35][CH:34]=1.[OH-].[Na+].O. (6) Given the product [NH2:1][C:4]1[CH:13]=[CH:12][CH:11]=[C:10]2[C:5]=1[CH:6]=[N:7][NH:8][C:9]2=[O:14], predict the reactants needed to synthesize it. The reactants are: [N+:1]([C:4]1[CH:13]=[CH:12][CH:11]=[C:10]2[C:5]=1[CH:6]=[N:7][NH:8][C:9]2=[O:14])([O-])=O.[H][H].